Task: Predict the product of the given reaction.. Dataset: Forward reaction prediction with 1.9M reactions from USPTO patents (1976-2016) (1) Given the reactants Br[C:2]1[CH:7]=[CH:6][C:5]([NH:8][CH2:9][C:10]2[CH:15]=[CH:14][C:13]([Cl:16])=[CH:12][C:11]=2[C:17]2[CH:18]=[CH:19][C:20]([C:23]([NH:25][CH2:26][CH2:27][C:28]([O:30][CH2:31][CH3:32])=[O:29])=[O:24])=[N:21][CH:22]=2)=[C:4]([F:33])[CH:3]=1.[Cl:34][C:35]1[CH:40]=[C:39]([Cl:41])[CH:38]=[CH:37][C:36]=1B(O)O.C([O-])([O-])=O.[K+].[K+].O, predict the reaction product. The product is: [Cl:16][C:13]1[CH:14]=[CH:15][C:10]([CH2:9][NH:8][C:5]2[CH:6]=[CH:7][C:2]([C:38]3[CH:37]=[CH:36][C:35]([Cl:34])=[CH:40][C:39]=3[Cl:41])=[CH:3][C:4]=2[F:33])=[C:11]([C:17]2[CH:18]=[CH:19][C:20]([C:23]([NH:25][CH2:26][CH2:27][C:28]([O:30][CH2:31][CH3:32])=[O:29])=[O:24])=[N:21][CH:22]=2)[CH:12]=1. (2) The product is: [C:1]([C:3]1[C:26](=[O:27])[C@@H:25]([CH3:28])[C@@H:6]2[CH2:7][CH2:8][C:9]3[CH:10]=[N:11][C:12]([C:15]4[CH:24]=[CH:23][C:18]([C:19]([O:21][CH3:22])=[O:20])=[CH:17][CH:16]=4)=[N:13][C:14]=3[C@@:5]2([C:29]2[CH:34]=[CH:33][CH:32]=[CH:31][CH:30]=2)[CH:4]=1)#[N:2]. Given the reactants [C:1]([CH:3]1[C:26](=[O:27])[C@@H:25]([CH3:28])[C@@H:6]2[CH2:7][CH2:8][C:9]3[CH:10]=[N:11][C:12]([C:15]4[CH:24]=[CH:23][C:18]([C:19]([O:21][CH3:22])=[O:20])=[CH:17][CH:16]=4)=[N:13][C:14]=3[C@@:5]2([C:29]2[CH:34]=[CH:33][CH:32]=[CH:31][CH:30]=2)[CH2:4]1)#[N:2].BrN1C(C)(C)C(=O)N(Br)C1=O.N1C=CC=CC=1, predict the reaction product. (3) Given the reactants C([O:4][C@H:5]1[CH2:10][CH2:9][C@@:8]([C@H:12]2[CH2:20][CH2:19][C@@:18]3([CH3:21])[C@@H:14]([CH2:15][CH2:16][C:17]3=[CH2:22])[C@@H:13]2[CH2:23][NH2:24])([CH3:11])[C@@H:7]([CH2:25][OH:26])[CH2:6]1)(=O)C.F[B-](F)(F)F.N1(OC(N(C)C)=[N+](C)C)C2C=CC=CC=2N=N1.[CH:49]1([C:55](O)=[O:56])[CH2:54][CH2:53][CH2:52][CH2:51][CH2:50]1.C(N(CC)C(C)C)(C)C, predict the reaction product. The product is: [OH:4][C@H:5]1[CH2:10][CH2:9][C@@:8]([C@H:12]2[CH2:20][CH2:19][C@@:18]3([CH3:21])[C@@H:14]([CH2:15][CH2:16][C:17]3=[CH2:22])[C@@H:13]2[CH2:23][NH:24][C:55]([CH:49]2[CH2:54][CH2:53][CH2:52][CH2:51][CH2:50]2)=[O:56])([CH3:11])[C@@H:7]([CH2:25][OH:26])[CH2:6]1. (4) Given the reactants C([O:3][C:4]([C:6]1[N:7]([CH:23]2[CH2:25][CH2:24]2)[C:8]([C:12]2[CH:17]=[CH:16][C:15]([O:18][C:19]([F:22])([F:21])[F:20])=[CH:14][CH:13]=2)=[N:9][C:10]=1[CH3:11])=[O:5])C.[OH-].[Na+], predict the reaction product. The product is: [CH:23]1([N:7]2[C:6]([C:4]([OH:5])=[O:3])=[C:10]([CH3:11])[N:9]=[C:8]2[C:12]2[CH:17]=[CH:16][C:15]([O:18][C:19]([F:22])([F:21])[F:20])=[CH:14][CH:13]=2)[CH2:25][CH2:24]1. (5) Given the reactants [CH:1]1([CH:6]([N:10]2[CH:14]=[C:13]([C:15]3[C:16]4[CH:23]=[CH:22][N:21](COCC[Si](C)(C)C)[C:17]=4[N:18]=[CH:19][N:20]=3)[CH:12]=[N:11]2)[CH2:7][C:8]#[CH:9])[CH2:5][CH2:4][CH2:3][CH2:2]1, predict the reaction product. The product is: [CH:1]1([CH:6]([N:10]2[CH:14]=[C:13]([C:15]3[C:16]4[CH:23]=[CH:22][NH:21][C:17]=4[N:18]=[CH:19][N:20]=3)[CH:12]=[N:11]2)[CH2:7][C:8]#[CH:9])[CH2:5][CH2:4][CH2:3][CH2:2]1. (6) Given the reactants [Cl:1][C:2]1[CH:3]=[C:4]2[C:13](=[CH:14][CH:15]=1)[C:12](Cl)=[C:11]1[C:6]([CH:7]=[CH:8][C:9]([O:17][CH3:18])=[CH:10]1)=[N:5]2.[CH3:19][N:20]1[CH2:24][CH2:23][CH:22]([NH2:25])[CH2:21]1, predict the reaction product. The product is: [Cl:1][C:2]1[CH:3]=[C:4]2[C:13](=[CH:14][CH:15]=1)[C:12]([NH:25][CH:22]1[CH2:23][CH2:24][N:20]([CH3:19])[CH2:21]1)=[C:11]1[C:6]([CH:7]=[CH:8][C:9]([O:17][CH3:18])=[CH:10]1)=[N:5]2.